From a dataset of Reaction yield outcomes from USPTO patents with 853,638 reactions. Predict the reaction yield, written as a fraction of the theoretical maximum amount of product (1.0 means a 100% yield; for example, 0.34 means a 34% yield). (1) The reactants are [CH2:1]([C:3]([F:33])([CH2:31][CH3:32])[CH2:4][N:5]1[CH2:10][CH2:9][CH:8]([CH2:11][O:12][C:13]2[CH:14]=[N:15][C:16]([C:19]3[CH:29]=[CH:28][C:22]([C:23]([O:25]CC)=[O:24])=[C:21]([F:30])[CH:20]=3)=[N:17][CH:18]=2)[CH2:7][CH2:6]1)[CH3:2].O[Li].O. The catalyst is C1COCC1. The product is [CH2:1]([C:3]([F:33])([CH2:31][CH3:32])[CH2:4][N:5]1[CH2:6][CH2:7][CH:8]([CH2:11][O:12][C:13]2[CH:18]=[N:17][C:16]([C:19]3[CH:29]=[CH:28][C:22]([C:23]([OH:25])=[O:24])=[C:21]([F:30])[CH:20]=3)=[N:15][CH:14]=2)[CH2:9][CH2:10]1)[CH3:2]. The yield is 0.720. (2) The reactants are [Br:1][C:2]1[CH:3]=[C:4]([S:8](Cl)(=[O:10])=[O:9])[CH:5]=[CH:6][CH:7]=1.[CH3:12][NH2:13]. The catalyst is C1COCC1. The product is [CH3:12][NH:13][S:8]([C:4]1[CH:5]=[CH:6][CH:7]=[C:2]([Br:1])[CH:3]=1)(=[O:10])=[O:9]. The yield is 0.990. (3) The reactants are Cl[C:2]1[C:3]2[CH:17]=[CH:16][C:15](=[O:18])[N:14]([C:19]3[CH:24]=[CH:23][C:22]([F:25])=[CH:21][C:20]=3[F:26])[C:4]=2[N:5]=[C:6]([NH:8][CH:9]([CH2:12][OH:13])[CH2:10][OH:11])[N:7]=1.OB(O)[C:29]1[CH:30]=[C:31]([CH:35]=[CH:36][CH:37]=1)[C:32]([OH:34])=[O:33].C([O-])([O-])=O.[K+].[K+].O1CCOCC1. The catalyst is C1C=CC([P]([Pd]([P](C2C=CC=CC=2)(C2C=CC=CC=2)C2C=CC=CC=2)([P](C2C=CC=CC=2)(C2C=CC=CC=2)C2C=CC=CC=2)[P](C2C=CC=CC=2)(C2C=CC=CC=2)C2C=CC=CC=2)(C2C=CC=CC=2)C2C=CC=CC=2)=CC=1.C(Cl)Cl.O. The product is [F:26][C:20]1[CH:21]=[C:22]([F:25])[CH:23]=[CH:24][C:19]=1[N:14]1[C:4]2[N:5]=[C:6]([NH:8][CH:9]([CH2:12][OH:13])[CH2:10][OH:11])[N:7]=[C:2]([C:29]3[CH:30]=[C:31]([CH:35]=[CH:36][CH:37]=3)[C:32]([OH:34])=[O:33])[C:3]=2[CH:17]=[CH:16][C:15]1=[O:18]. The yield is 0.800. (4) The reactants are C(C(O[SiH3])C(C)(C)OC1C=CC(OCC#C[C:16]2(O)[C:25]3[C:20](=[CH:21][C:22](OCOC)=[CH:23][CH:24]=3)[S:19][CH2:18][C:17]2(C2C=CC(OCOC)=CC=2)[CH3:30])=CC=1)(C)(C)C.C([BH3-])#N.[Na+].O. The catalyst is ClCCCl.[I-].[Zn+2].[I-]. The product is [CH3:30][CH:17]1[CH2:16][C:25]2[C:20](=[CH:21][CH:22]=[CH:23][CH:24]=2)[S:19][CH2:18]1. The yield is 0.460. (5) The reactants are [C:1]([O:9][CH2:10][CH3:11])(=[O:8])[CH2:2][C:3]([O:5][CH2:6][CH3:7])=[O:4].[O-]CC.[Na+].Br[CH2:17][CH2:18][O:19][Si:20]([C:23]([CH3:26])([CH3:25])[CH3:24])([CH3:22])[CH3:21]. The catalyst is C(O)C. The product is [CH3:21][Si:20]([CH3:22])([O:19][CH2:18][CH2:17][CH:2]([C:3]([O:5][CH2:6][CH3:7])=[O:4])[C:1]([O:9][CH2:10][CH3:11])=[O:8])[C:23]([CH3:26])([CH3:25])[CH3:24]. The yield is 1.00. (6) The reactants are [NH2:1][C:2]1[C:7]([C:8]([OH:10])=O)=[CH:6][N:5]=[CH:4][N:3]=1.Cl.CN.C(Cl)CCl.C1C=CC2N(O)N=[N:24][C:22]=2C=1.CCN(C(C)C)C(C)C. The product is [NH2:1][C:2]1[C:7]([C:8]([NH:24][CH3:22])=[O:10])=[CH:6][N:5]=[CH:4][N:3]=1. The catalyst is CN(C=O)C. The yield is 0.850. (7) The reactants are [NH2:1][CH2:2][CH2:3][CH2:4][O:5][C:6]1[CH:15]=[C:14]2[C:9]([C:10]([O:16][C:17]3[CH:22]=[CH:21][C:20]([Br:23])=[CH:19][C:18]=3[F:24])=[N:11][CH:12]=[N:13]2)=[CH:8][C:7]=1[O:25][CH3:26].C(N(CC)CC)C.[CH3:34][S:35](Cl)(=[O:37])=[O:36]. The catalyst is ClCCl. The product is [Br:23][C:20]1[CH:21]=[CH:22][C:17]([O:16][C:10]2[C:9]3[C:14](=[CH:15][C:6]([O:5][CH2:4][CH2:3][CH2:2][NH:1][S:35]([CH3:34])(=[O:37])=[O:36])=[C:7]([O:25][CH3:26])[CH:8]=3)[N:13]=[CH:12][N:11]=2)=[C:18]([F:24])[CH:19]=1. The yield is 0.930.